From a dataset of Forward reaction prediction with 1.9M reactions from USPTO patents (1976-2016). Predict the product of the given reaction. (1) Given the reactants [Cl:1][C:2]1[CH:7]=[CH:6][C:5]([C:8]2[NH:9][C:10]3[C:15]([C:16]=2[CH2:17][C:18](O)=[O:19])=[CH:14][CH:13]=[CH:12][CH:11]=3)=[CH:4][C:3]=1[S:21](=[O:30])(=[O:29])[NH:22][CH:23]1[CH2:28][CH2:27][CH2:26][CH2:25][CH2:24]1.Cl.CN(C)CCCN=C=NCC.CN(C1C=CC=CN=1)C.[CH2:52]([S:54]([NH2:57])(=[O:56])=[O:55])[CH3:53], predict the reaction product. The product is: [Cl:1][C:2]1[CH:7]=[CH:6][C:5]([C:8]2[NH:9][C:10]3[C:15]([C:16]=2[CH2:17][C:18]([NH:57][S:54]([CH2:52][CH3:53])(=[O:56])=[O:55])=[O:19])=[CH:14][CH:13]=[CH:12][CH:11]=3)=[CH:4][C:3]=1[S:21]([NH:22][CH:23]1[CH2:28][CH2:27][CH2:26][CH2:25][CH2:24]1)(=[O:30])=[O:29]. (2) Given the reactants [O:1]=[C:2]1[C:11]2[CH:10]=[CH:9][CH:8]=[C:7]3[NH:12][CH:13]([C:23]4[CH:28]=[CH:27][CH:26]=[CH:25][CH:24]=4)[CH:14]([C:15]4[CH:22]=[CH:21][C:18]([CH:19]=[O:20])=[CH:17][CH:16]=4)[C:5]([C:6]=23)=[N:4][NH:3]1.[BH4-].[Na+], predict the reaction product. The product is: [OH:20][CH2:19][C:18]1[CH:21]=[CH:22][C:15]([CH:14]2[C:5]3=[N:4][NH:3][C:2](=[O:1])[C:11]4[CH:10]=[CH:9][CH:8]=[C:7]([C:6]=43)[NH:12][CH:13]2[C:23]2[CH:24]=[CH:25][CH:26]=[CH:27][CH:28]=2)=[CH:16][CH:17]=1. (3) Given the reactants [C:1](=[S:4])([NH2:3])[CH3:2].Br[CH:6]1[C:11](=[O:12])[CH2:10][CH2:9][CH2:8][C:7]1=O, predict the reaction product. The product is: [CH3:2][C:1]1[S:4][C:10]2[C:11](=[O:12])[CH2:6][CH2:7][CH2:8][C:9]=2[N:3]=1. (4) Given the reactants O.[Na+].[CH:3]1[C:16]2[C:15](=[O:17])[C:14]3[C:9](=[CH:10][CH:11]=[CH:12][CH:13]=3)[C:8](=[O:18])[C:7]=2[CH:6]=[CH:5][C:4]=1[S:19]([O-:22])(=O)=[O:20].S(Cl)([Cl:25])=O.CN(C=O)C, predict the reaction product. The product is: [CH:3]1[C:16]2[C:15](=[O:17])[C:14]3[C:9](=[CH:10][CH:11]=[CH:12][CH:13]=3)[C:8](=[O:18])[C:7]=2[CH:6]=[CH:5][C:4]=1[S:19]([Cl:25])(=[O:22])=[O:20]. (5) Given the reactants [F:1][C:2]1[CH:7]=[CH:6][C:5]([CH2:8][C:9]([N:11]2[CH2:16][CH2:15][CH:14]([C:17](=[O:37])[C:18]3[CH:23]=[CH:22][CH:21]=[C:20]([O:24][Si:25]([CH:32]([CH3:34])[CH3:33])([CH:29]([CH3:31])[CH3:30])[CH:26]([CH3:28])[CH3:27])[C:19]=3[O:35][CH3:36])[CH2:13][CH2:12]2)=O)=[CH:4][CH:3]=1, predict the reaction product. The product is: [F:1][C:2]1[CH:7]=[CH:6][C:5]([CH2:8][CH2:9][N:11]2[CH2:12][CH2:13][CH:14]([CH:17]([C:18]3[CH:23]=[CH:22][CH:21]=[C:20]([O:24][Si:25]([CH:26]([CH3:28])[CH3:27])([CH:32]([CH3:33])[CH3:34])[CH:29]([CH3:30])[CH3:31])[C:19]=3[O:35][CH3:36])[OH:37])[CH2:15][CH2:16]2)=[CH:4][CH:3]=1. (6) Given the reactants [NH2:1][CH:2]1[CH2:7][CH2:6][N:5]([CH2:8][CH2:9][N:10]2[C:15]3[CH:16]=[C:17]([C:20]#[N:21])[CH:18]=[CH:19][C:14]=3[O:13][CH2:12][C:11]2=[O:22])[CH2:4][CH2:3]1.FC(F)(F)C(O)=O.NC1CCN(CCN2C3C=C(C#N)C=CC=3OCC2=O)CC1.[F:52][C:53]1[CH:58]=[CH:57][C:56]([F:59])=[CH:55][C:54]=1/[CH:60]=[CH:61]/[CH:62]=O.C([BH3-])#N.[Na+], predict the reaction product. The product is: [F:52][C:53]1[CH:58]=[CH:57][C:56]([F:59])=[CH:55][C:54]=1/[CH:60]=[CH:61]/[CH2:62][NH:1][CH:2]1[CH2:7][CH2:6][N:5]([CH2:8][CH2:9][N:10]2[C:15]3[CH:16]=[C:17]([C:20]#[N:21])[CH:18]=[CH:19][C:14]=3[O:13][CH2:12][C:11]2=[O:22])[CH2:4][CH2:3]1. (7) Given the reactants Cl.[Cl:2][C:3]1[CH:4]=[C:5]([NH:9][NH2:10])[CH:6]=[CH:7][CH:8]=1.[CH3:11][C:12]([CH3:19])([CH3:18])[C:13](=O)[CH2:14][C:15]#[N:16], predict the reaction product. The product is: [C:12]([C:13]1[CH:14]=[C:15]([NH2:16])[N:9]([C:5]2[CH:6]=[CH:7][CH:8]=[C:3]([Cl:2])[CH:4]=2)[N:10]=1)([CH3:19])([CH3:18])[CH3:11]. (8) Given the reactants [Cl:1][C:2]1[CH:7]=[C:6]([N+:8]([O-:10])=[O:9])[CH:5]=[CH:4][C:3]=1[OH:11].Cl[CH2:13][C:14]#[N:15], predict the reaction product. The product is: [Cl:1][C:2]1[CH:7]=[C:6]([N+:8]([O-:10])=[O:9])[CH:5]=[CH:4][C:3]=1[O:11][CH2:13][C:14]#[N:15]. (9) Given the reactants Cl.[NH2:2][OH:3].[CH3:4][C:5]1([CH3:13])[C:8](=O)[C:7]([CH3:11])([CH3:10])[C:6]1=O.[OH2:14].[N:15]1C=CC=CC=1, predict the reaction product. The product is: [CH3:4][C:5]1([CH3:13])[C:8](=[N:2][OH:3])[C:7]([CH3:11])([CH3:10])[C:6]1=[N:15][OH:14].